Dataset: Full USPTO retrosynthesis dataset with 1.9M reactions from patents (1976-2016). Task: Predict the reactants needed to synthesize the given product. (1) Given the product [CH2:22]([C:3]1[CH:4]=[CH:5][S:1][C:2]=1[C:6]1[S:7][CH:8]=[CH:9][CH:10]=1)[CH2:23][CH2:24][CH2:25][CH2:26][CH2:27][CH2:28][CH3:29], predict the reactants needed to synthesize it. The reactants are: [S:1]1[CH:5]=[CH:4][CH:3]=[C:2]1[C:6]1[S:7][CH:8]=[CH:9][CH:10]=1.O1CCCC1.C([Li])CCC.Br[CH2:22][CH2:23][CH2:24][CH2:25][CH2:26][CH2:27][CH2:28][CH3:29]. (2) Given the product [OH:12][C:9]1[CH:10]=[CH:11][C:3]([C:4]([O:6][CH3:7])=[O:5])=[C:2]([CH3:8])[N:1]=1, predict the reactants needed to synthesize it. The reactants are: [NH2:1]/[C:2](/[CH3:8])=[CH:3]\[C:4]([O:6][CH3:7])=[O:5].[C:9](OC)(=[O:12])[C:10]#[CH:11]. (3) Given the product [CH3:10][S:11]([C:14]1[CH:19]=[CH:18][C:17]([O:20][CH:2]([CH2:6][CH2:7][CH2:8][CH3:9])[C:3]([OH:5])=[O:4])=[CH:16][CH:15]=1)(=[O:12])=[O:13].[CH3:10][S:11]([C:14]1[CH:19]=[CH:18][C:17]([O:20][CH:2]([CH2:6][CH2:7][CH2:8][CH3:9])[C:3]([NH:21][C:22]2[S:23][CH:24]=[CH:25][N:26]=2)=[O:4])=[CH:16][CH:15]=1)(=[O:12])=[O:13], predict the reactants needed to synthesize it. The reactants are: Br[CH:2]([CH2:6][CH2:7][CH2:8][CH3:9])[C:3]([OH:5])=[O:4].[CH3:10][S:11]([C:14]1[CH:19]=[CH:18][C:17]([OH:20])=[CH:16][CH:15]=1)(=[O:13])=[O:12].[NH2:21][C:22]1[S:23][CH:24]=[CH:25][N:26]=1. (4) Given the product [Cl:1][C:2]1[CH:3]=[CH:4][C:5]([CH2:6][CH:7]2[CH2:8][CH2:9][N:10]([C@@H:18]3[CH2:17][CH2:16][CH2:15][C@H:19]3[OH:20])[CH2:11][CH2:12]2)=[CH:13][CH:14]=1, predict the reactants needed to synthesize it. The reactants are: [Cl:1][C:2]1[CH:14]=[CH:13][C:5]([CH2:6][CH:7]2[CH2:12][CH2:11][NH:10][CH2:9][CH2:8]2)=[CH:4][CH:3]=1.[CH:15]12[O:20][CH:19]1[CH2:18][CH2:17][CH2:16]2. (5) Given the product [CH3:28][S:29]([O:1][C@@H:2]1[CH2:6][CH2:5][N:4]([CH:7]2[CH2:8][CH2:9][N:10]([C:13]([O:15][C:16]([CH3:17])([CH3:19])[CH3:18])=[O:14])[CH2:11][CH2:12]2)[C:3]1=[O:20])(=[O:31])=[O:30], predict the reactants needed to synthesize it. The reactants are: [OH:1][C@@H:2]1[CH2:6][CH2:5][N:4]([CH:7]2[CH2:12][CH2:11][N:10]([C:13]([O:15][C:16]([CH3:19])([CH3:18])[CH3:17])=[O:14])[CH2:9][CH2:8]2)[C:3]1=[O:20].C(N(CC)CC)C.[CH3:28][S:29](Cl)(=[O:31])=[O:30]. (6) Given the product [CH3:15][N:16]1[CH:20]=[C:19]([C:21]2[CH:22]=[CH:23][C:24]([C:2]3[CH:3]=[N:4][CH:5]=[C:6]4[C:11]=3[N:10]=[C:9]([C:12]([OH:14])=[O:13])[CH:8]=[CH:7]4)=[CH:25][CH:26]=2)[CH:18]=[N:17]1, predict the reactants needed to synthesize it. The reactants are: Br[C:2]1[CH:3]=[N:4][CH:5]=[C:6]2[C:11]=1[N:10]=[C:9]([C:12]([OH:14])=[O:13])[CH:8]=[CH:7]2.[CH3:15][N:16]1[CH:20]=[C:19]([C:21]2[CH:26]=[CH:25][C:24](B3OC(C)(C)C(C)(C)O3)=[CH:23][CH:22]=2)[CH:18]=[N:17]1.C(=O)([O-])[O-].[Na+].[Na+].